This data is from Peptide-MHC class I binding affinity with 185,985 pairs from IEDB/IMGT. The task is: Regression. Given a peptide amino acid sequence and an MHC pseudo amino acid sequence, predict their binding affinity value. This is MHC class I binding data. The peptide sequence is KTKDYVNGL. The MHC is Mamu-A2201 with pseudo-sequence Mamu-A2201. The binding affinity (normalized) is 0.